From a dataset of Full USPTO retrosynthesis dataset with 1.9M reactions from patents (1976-2016). Predict the reactants needed to synthesize the given product. (1) Given the product [CH2:33]([CH:4]([CH2:1][CH2:2][CH3:3])[CH2:5][CH:6]([C:9]1[NH:13][N:12]=[N:11][N:10]=1)[CH2:7][NH2:8])[CH2:34][CH3:35], predict the reactants needed to synthesize it. The reactants are: [CH2:1]([CH:4]([CH2:33][CH2:34][CH3:35])[CH:5]=[C:6]([C:9]1[N:10]=[N:11][N:12](C(C2C=CC=CC=2)(C2C=CC=CC=2)C2C=CC=CC=2)[N:13]=1)[C:7]#[N:8])[CH2:2][CH3:3].CO.Cl. (2) The reactants are: Br[C:2]1[N:7]=[C:6]([C:8]([CH3:12])([CH3:11])[C:9]#[N:10])[CH:5]=[CH:4][CH:3]=1.[OH-].[NH4+].C([O-])([O-])=O.[K+].[K+].C[N:22](C)CCN. Given the product [NH2:22][C:2]1[N:7]=[C:6]([C:8]([CH3:12])([CH3:11])[C:9]#[N:10])[CH:5]=[CH:4][CH:3]=1, predict the reactants needed to synthesize it. (3) Given the product [Cl:30][C:27]1[CH:26]=[C:20]2[C:19]([CH2:18][N:1]([C:2]3[CH:3]=[CH:4][C:5]([CH:8]([CH3:16])[C:9]([O:11][C:12]([CH3:15])([CH3:14])[CH3:13])=[O:10])=[CH:6][CH:7]=3)[C:21]2=[O:22])=[CH:29][CH:28]=1, predict the reactants needed to synthesize it. The reactants are: [NH2:1][C:2]1[CH:7]=[CH:6][C:5]([CH:8]([CH3:16])[C:9]([O:11][C:12]([CH3:15])([CH3:14])[CH3:13])=[O:10])=[CH:4][CH:3]=1.Br[CH2:18][C:19]1[CH:29]=[CH:28][C:27]([Cl:30])=[CH:26][C:20]=1[C:21](OCC)=[O:22].C(N(CC)C(C)C)(C)C. (4) The reactants are: F[C:2]1[CH:3]=[C:4]2[C:9](=[CH:10][N:11]=1)[N:8]=[CH:7][C:6]([C:12]#[N:13])=[C:5]2[NH:14][C:15]1[CH:20]=[CH:19][C:18]([O:21][C:22]2[CH:27]=[CH:26][CH:25]=[CH:24][CH:23]=2)=[CH:17][CH:16]=1.[CH3:28][N:29]([CH3:33])[CH2:30][CH2:31][O-:32].[Na+].O. Given the product [CH3:28][N:29]([CH3:33])[CH2:30][CH2:31][O:32][C:2]1[CH:3]=[C:4]2[C:9](=[CH:10][N:11]=1)[N:8]=[CH:7][C:6]([C:12]#[N:13])=[C:5]2[NH:14][C:15]1[CH:20]=[CH:19][C:18]([O:21][C:22]2[CH:27]=[CH:26][CH:25]=[CH:24][CH:23]=2)=[CH:17][CH:16]=1, predict the reactants needed to synthesize it. (5) Given the product [Si:9]([O:16][C:17]1[CH:18]=[CH:19][C:20]([C@H:23]2[CH2:24][CH2:25][C@H:26]([C:29]([CH3:1])([CH3:34])[C:30]([O:32][CH3:33])=[O:31])[CH2:27][CH2:28]2)=[CH:21][CH:22]=1)([C:12]([CH3:15])([CH3:14])[CH3:13])([CH3:10])[CH3:11], predict the reactants needed to synthesize it. The reactants are: [CH:1]([N-]C(C)C)(C)C.[Li+].[Si:9]([O:16][C:17]1[CH:22]=[CH:21][C:20]([C@H:23]2[CH2:28][CH2:27][C@H:26]([CH:29]([CH3:34])[C:30]([O:32][CH3:33])=[O:31])[CH2:25][CH2:24]2)=[CH:19][CH:18]=1)([C:12]([CH3:15])([CH3:14])[CH3:13])([CH3:11])[CH3:10].CI.[Cl-].[NH4+]. (6) Given the product [Cl:1][C:2]1[N:7]=[C:6]([CH2:8][OH:9])[CH:5]=[C:4]([N:12]2[CH2:16][CH2:15][CH2:14][CH2:13]2)[N:3]=1, predict the reactants needed to synthesize it. The reactants are: [Cl:1][C:2]1[N:7]=[C:6]([C:8](OC)=[O:9])[CH:5]=[C:4]([N:12]2[CH2:16][CH2:15][CH2:14][CH2:13]2)[N:3]=1.C1(NC(C2C=C(N3CCCC3)N=C(/C=C/C3N=C(N(C)C)C4C(=CC=CC=4)N=3)N=2)=O)CC1.[BH4-].[Na+].